From a dataset of Peptide-MHC class II binding affinity with 134,281 pairs from IEDB. Regression. Given a peptide amino acid sequence and an MHC pseudo amino acid sequence, predict their binding affinity value. This is MHC class II binding data. (1) The peptide sequence is KRHPNNTIFSVDK. The MHC is HLA-DQA10101-DQB10501 with pseudo-sequence HLA-DQA10101-DQB10501. The binding affinity (normalized) is 0.0121. (2) The peptide sequence is SSCEVALSYYPTPLA. The MHC is HLA-DQA10501-DQB10301 with pseudo-sequence HLA-DQA10501-DQB10301. The binding affinity (normalized) is 0.379. (3) The peptide sequence is KGLPIRYQTTATKSE. The MHC is DRB1_0404 with pseudo-sequence DRB1_0404. The binding affinity (normalized) is 0.470. (4) The peptide sequence is ALLTPGLRCLNLDVYRIL. The MHC is DRB1_1501 with pseudo-sequence DRB1_1501. The binding affinity (normalized) is 0.290. (5) The peptide sequence is AYVVIGILTLAAIIA. The MHC is DRB1_0101 with pseudo-sequence DRB1_0101. The binding affinity (normalized) is 0.384. (6) The peptide sequence is AWASACGGTGKNTIV. The MHC is DRB1_1302 with pseudo-sequence DRB1_1302. The binding affinity (normalized) is 0. (7) The peptide sequence is IDKFLANVSTVLTGK. The MHC is DRB1_0405 with pseudo-sequence DRB1_0405. The binding affinity (normalized) is 0.509. (8) The peptide sequence is TVPRTKYTATISGLK. The MHC is DRB1_0404 with pseudo-sequence DRB1_0404. The binding affinity (normalized) is 0.447. (9) The peptide sequence is PAEARKVCYNAVLTH. The MHC is DRB1_0301 with pseudo-sequence DRB1_0301. The binding affinity (normalized) is 0.240. (10) The peptide sequence is CILAWILVRIINVRS. The MHC is DRB1_1001 with pseudo-sequence DRB1_1001. The binding affinity (normalized) is 0.181.